This data is from Reaction yield outcomes from USPTO patents with 853,638 reactions. The task is: Predict the reaction yield, written as a fraction of the theoretical maximum amount of product (1.0 means a 100% yield; for example, 0.34 means a 34% yield). (1) The reactants are [F:1][C:2]([F:35])([F:34])[C:3]1[C:4]([C:20]#[C:21][C:22]2[CH:27]=[CH:26][CH:25]=[CH:24][C:23]=2[C:28]2([C:31]([NH2:33])=[O:32])[CH2:30][CH2:29]2)=[N:5][C:6]([NH:9][C:10]2[CH:11]=[N:12][C:13]([C:16]([F:19])([F:18])[F:17])=[CH:14][CH:15]=2)=[N:7][CH:8]=1. The catalyst is CCN(CC)CC.CN(C=O)C.[Pd]. The product is [F:35][C:2]([F:1])([F:34])[C:3]1[C:4]([CH2:20][CH2:21][C:22]2[CH:27]=[CH:26][CH:25]=[CH:24][C:23]=2[C:28]2([C:31]([NH2:33])=[O:32])[CH2:30][CH2:29]2)=[N:5][C:6]([NH:9][C:10]2[CH:11]=[N:12][C:13]([C:16]([F:19])([F:18])[F:17])=[CH:14][CH:15]=2)=[N:7][CH:8]=1. The yield is 0.680. (2) The reactants are [CH:1]1[CH:2]=[CH:3][C:4]2[N:11]=[CH:10][NH:9][C:7](=O)[C:5]=2[CH:6]=1.C[Si](Br)(C)C.C(Cl)[Cl:18]. No catalyst specified. The product is [Cl:18][C:7]1[C:5]2[C:4](=[CH:3][CH:2]=[CH:1][CH:6]=2)[N:11]=[CH:10][N:9]=1. The yield is 1.00. (3) The reactants are C[Si]([N-][Si](C)(C)C)(C)C.[Li+].F[C:12]1[CH:17]=[CH:16][CH:15]=[CH:14][C:13]=1[C:18]1[NH:27][C:26](=O)[C:25]2[C:20](=[CH:21][C:22]([O:31][CH3:32])=[CH:23][C:24]=2[O:29][CH3:30])[N:19]=1.[CH:33]([N:36]1[CH2:41][CH2:40][CH:39]([NH2:42])[CH2:38][CH2:37]1)([CH3:35])[CH3:34]. The catalyst is C1COCC1. The product is [CH:33]([N:36]1[CH2:41][CH2:40][CH:39]([NH:42][C:12]2[CH:17]=[CH:16][CH:15]=[CH:14][C:13]=2[C:18]2[N:27]=[CH:26][C:25]3[C:20](=[CH:21][C:22]([O:31][CH3:32])=[CH:23][C:24]=3[O:29][CH3:30])[N:19]=2)[CH2:38][CH2:37]1)([CH3:35])[CH3:34]. The yield is 0.270. (4) The reactants are [C:1]1([S:7]([N:10]2[C:14]3=[N:15][CH:16]=[CH:17][CH:18]=[C:13]3[CH:12]=[C:11]2[C:19](=[O:26])[CH2:20][CH:21]2[CH2:25][CH2:24][CH2:23][O:22]2)(=[O:9])=[O:8])[CH:6]=[CH:5][CH:4]=[CH:3][CH:2]=1.C[Si]([N-][Si](C)(C)C)(C)C.[Li+].[C:37]1([CH3:57])[CH:42]=[CH:41][C:40]([S:43](O[S:43]([C:40]2[CH:41]=[CH:42][C:37]([CH3:57])=[CH:38][CH:39]=2)(=[O:45])=[O:44])(=[O:45])=[O:44])=[CH:39][CH:38]=1. The catalyst is O1CCCC1. The product is [C:1]1([S:7]([N:10]2[C:14]3=[N:15][CH:16]=[CH:17][CH:18]=[C:13]3[CH:12]=[C:11]2[C:19]([O:26][S:43]([C:40]2[CH:41]=[CH:42][C:37]([CH3:57])=[CH:38][CH:39]=2)(=[O:45])=[O:44])=[CH:20][CH:21]2[CH2:25][CH2:24][CH2:23][O:22]2)(=[O:9])=[O:8])[CH:2]=[CH:3][CH:4]=[CH:5][CH:6]=1. The yield is 0.840. (5) The reactants are Br[C:2]1[CH:10]=[C:9]([Cl:11])[CH:8]=[C:7]2[C:3]=1[CH:4]=[N:5][NH:6]2.[CH3:12][N:13](C=O)C. The catalyst is C1C=CC([P]([Pd]([P](C2C=CC=CC=2)(C2C=CC=CC=2)C2C=CC=CC=2)([P](C2C=CC=CC=2)(C2C=CC=CC=2)C2C=CC=CC=2)[P](C2C=CC=CC=2)(C2C=CC=CC=2)C2C=CC=CC=2)(C2C=CC=CC=2)C2C=CC=CC=2)=CC=1.[C-]#N.[C-]#N.[Zn+2]. The product is [Cl:11][C:9]1[CH:10]=[C:2]([C:12]#[N:13])[C:3]2[CH:4]=[N:5][NH:6][C:7]=2[CH:8]=1. The yield is 0.869. (6) The reactants are [O:1]1[CH2:6][CH2:5][CH:4]([NH:7][C:8]2[N:9]=[CH:10][C:11]3[CH2:17][CH2:16][C@H:15]([C:18]([OH:20])=O)[O:14][C:12]=3[N:13]=2)[CH2:3][CH2:2]1.CN(C(ON1N=NC2C=CC=NC1=2)=[N+](C)C)C.F[P-](F)(F)(F)(F)F.[Si:45]([O:52][CH2:53][C@H:54]([C:56]1[CH:61]=[CH:60][C:59]([Cl:62])=[C:58]([F:63])[CH:57]=1)[NH2:55])([C:48]([CH3:51])([CH3:50])[CH3:49])([CH3:47])[CH3:46].CCN(C(C)C)C(C)C.C([O-])([O-])=O.[Na+].[Na+]. The catalyst is CN(C=O)C.C(Cl)Cl. The product is [Si:45]([O:52][CH2:53][C@@H:54]([NH:55][C:18]([C@@H:15]1[O:14][C:12]2[N:13]=[C:8]([NH:7][CH:4]3[CH2:3][CH2:2][O:1][CH2:6][CH2:5]3)[N:9]=[CH:10][C:11]=2[CH2:17][CH2:16]1)=[O:20])[C:56]1[CH:61]=[CH:60][C:59]([Cl:62])=[C:58]([F:63])[CH:57]=1)([C:48]([CH3:51])([CH3:50])[CH3:49])([CH3:47])[CH3:46]. The yield is 0.430. (7) The reactants are C([O:8][C:9]1[CH:14]=[C:13]([O:15]CC2C=CC=CC=2)[C:12]([CH:23]([CH3:25])[CH3:24])=[CH:11][C:10]=1[C:26]1[N:27]([C:32]2[CH:37]=[CH:36][C:35]([O:38][CH3:39])=[C:34]([N:40]([CH3:44])[CH2:41][CH2:42][CH3:43])[CH:33]=2)[C:28]([OH:31])=[N:29][N:30]=1)C1C=CC=CC=1. The catalyst is CO.[Pd]. The product is [OH:31][C:28]1[N:27]([C:32]2[CH:37]=[CH:36][C:35]([O:38][CH3:39])=[C:34]([N:40]([CH3:44])[CH2:41][CH2:42][CH3:43])[CH:33]=2)[C:26]([C:10]2[CH:11]=[C:12]([CH:23]([CH3:24])[CH3:25])[C:13]([OH:15])=[CH:14][C:9]=2[OH:8])=[N:30][N:29]=1. The yield is 0.940. (8) The yield is 0.860. The reactants are [N:1]1([C:6]([O:8][C:9]2[CH:14]=[CH:13][C:12]([CH2:15][C@H:16]([NH:24][C:25]3[C:30]([N:31](S(C)(=O)=O)[S:32]([CH3:35])(=[O:34])=[O:33])=[CH:29][N:28]=[C:27]([N:40]([CH2:43][CH3:44])[CH2:41][CH3:42])[N:26]=3)[C:17]([O:19][C:20]([CH3:23])([CH3:22])[CH3:21])=[O:18])=[CH:11][CH:10]=2)=[O:7])[CH2:5][CH2:4][CH2:3][CH2:2]1.C([O-])([O-])=O.[K+].[K+].Cl. The catalyst is CO.C1COCC1. The product is [N:1]1([C:6]([O:8][C:9]2[CH:14]=[CH:13][C:12]([CH2:15][C@H:16]([NH:24][C:25]3[C:30]([NH:31][S:32]([CH3:35])(=[O:34])=[O:33])=[CH:29][N:28]=[C:27]([N:40]([CH2:41][CH3:42])[CH2:43][CH3:44])[N:26]=3)[C:17]([O:19][C:20]([CH3:23])([CH3:22])[CH3:21])=[O:18])=[CH:11][CH:10]=2)=[O:7])[CH2:2][CH2:3][CH2:4][CH2:5]1. (9) The reactants are [NH2:1][C:2]1[C:3]([C:9]([O:11]C)=O)=[N:4][C:5]([Br:8])=[CH:6][N:7]=1.O.[NH2:14][NH2:15]. The catalyst is C(O)C. The product is [NH2:1][C:2]1[C:3]([C:9]([NH:14][NH2:15])=[O:11])=[N:4][C:5]([Br:8])=[CH:6][N:7]=1. The yield is 0.940. (10) The product is [N+:8]([C:5]1[CH:6]=[CH:7][C:2]([N:16]2[CH2:20][CH2:19][CH:18]([OH:21])[CH2:17]2)=[CH:3][CH:4]=1)([O-:10])=[O:9]. The reactants are F[C:2]1[CH:7]=[CH:6][C:5]([N+:8]([O-:10])=[O:9])=[CH:4][CH:3]=1.C(=O)([O-])O.[Na+].[NH:16]1[CH2:20][CH2:19][CH:18]([OH:21])[CH2:17]1. The yield is 0.970. The catalyst is O1CCOCC1.O.